Dataset: Retrosynthesis with 50K atom-mapped reactions and 10 reaction types from USPTO. Task: Predict the reactants needed to synthesize the given product. (1) Given the product CCOC(=O)c1ccc(N2CCC3(CC2)OCCO3)cc1, predict the reactants needed to synthesize it. The reactants are: C1CC2(CCN1)OCCO2.CCOC(=O)c1ccc(F)cc1. (2) Given the product Cn1ncc2cc3ncc(-c4ccc(Cl)s4)nc3cc21, predict the reactants needed to synthesize it. The reactants are: CI.Clc1ccc(-c2cnc3cc4cn[nH]c4cc3n2)s1. (3) The reactants are: CN(Cc1ccccc1)c1c(F)cc([N+](=O)[O-])cc1CCO[Si](C)(C)C(C)(C)C. Given the product CN(Cc1ccccc1)c1c(F)cc(N)cc1CCO[Si](C)(C)C(C)(C)C, predict the reactants needed to synthesize it. (4) The reactants are: CN(C(=O)OC(C)(C)C)[C@@H]1CCN(c2ccc([N+](=O)[O-])cc2)C1. Given the product CN[C@@H]1CCN(c2ccc([N+](=O)[O-])cc2)C1, predict the reactants needed to synthesize it. (5) Given the product O=C1NCCn2c1cc1cc(F)cc(-c3ccc(F)c(F)c3)c12, predict the reactants needed to synthesize it. The reactants are: O=C1NCCn2c1cc1cc(F)cc(Br)c12.OB(O)c1ccc(F)c(F)c1. (6) The reactants are: CC(C)(C)OC(=O)OC(=O)OC(C)(C)C.CCOC(=O)c1nccn1N. Given the product CCOC(=O)c1nccn1NC(=O)OC(C)(C)C, predict the reactants needed to synthesize it. (7) Given the product N#CCc1ccc(N)cc1F, predict the reactants needed to synthesize it. The reactants are: N#CCc1ccc([N+](=O)[O-])cc1F. (8) Given the product COc1ccc(C(C)(C)NC(=O)[C@H]2CC[C@H]3[C@@H]4CC=C5C=C(C#N)CC[C@]5(C)[C@H]4CC[C@]23C)cc1, predict the reactants needed to synthesize it. The reactants are: COc1ccc(C(C)(C)N)cc1.C[C@]12CC[C@H]3[C@@H](CC=C4C=C(C#N)CC[C@@]43C)[C@@H]1CC[C@@H]2C(=O)O.